This data is from Catalyst prediction with 721,799 reactions and 888 catalyst types from USPTO. The task is: Predict which catalyst facilitates the given reaction. (1) Reactant: [H-].[Na+].[NH:3]1[C:11]2[C:6](=[CH:7][CH:8]=[CH:9][CH:10]=2)[C:5]([C:12]([O:14][CH3:15])=[O:13])=[CH:4]1.Cl[C:17]1[N:22]=[CH:21][CH:20]=[CH:19][N:18]=1. Product: [N:18]1[CH:19]=[CH:20][CH:21]=[N:22][C:17]=1[N:3]1[C:11]2[C:6](=[CH:7][CH:8]=[CH:9][CH:10]=2)[C:5]([C:12]([O:14][CH3:15])=[O:13])=[CH:4]1. The catalyst class is: 3. (2) Reactant: CC1CC=CCC=1.[CH2:8]([O:10][CH:11]([O:24][CH2:25][CH3:26])[C:12]1[CH:17]=[CH:16][C:15](/[CH:18]=[CH:19]/[C:20]([O:22][CH3:23])=[O:21])=[CH:14][CH:13]=1)[CH3:9]. Product: [CH2:25]([O:24][CH:11]([O:10][CH2:8][CH3:9])[C:12]1[CH:17]=[CH:16][C:15]([CH2:18][CH2:19][C:20]([O:22][CH3:23])=[O:21])=[CH:14][CH:13]=1)[CH3:26]. The catalyst class is: 63. (3) Reactant: [CH3:1][C:2]1[CH:10]=[C:9]([CH3:11])[C:8]([N+:12]([O-:14])=[O:13])=[CH:7][C:3]=1[C:4]([OH:6])=O.[C:15]([C:17]1[CH:22]=[CH:21][C:20]([CH:23]2[CH2:28][CH2:27][NH:26][CH2:25][CH2:24]2)=[CH:19][CH:18]=1)#[N:16]. Product: [CH3:1][C:2]1[CH:10]=[C:9]([CH3:11])[C:8]([N+:12]([O-:14])=[O:13])=[CH:7][C:3]=1[C:4]([N:26]1[CH2:27][CH2:28][CH:23]([C:20]2[CH:21]=[CH:22][C:17]([C:15]#[N:16])=[CH:18][CH:19]=2)[CH2:24][CH2:25]1)=[O:6]. The catalyst class is: 23. (4) Reactant: [CH3:1][N:2]([CH2:7][CH:8]=[CH2:9])[S:3]([NH2:6])(=[O:5])=[O:4].C(N(CC)CC)C.[Cl:17][C:18]1[CH:32]=[CH:31][C:30]([N:33]2[C:38](=[O:39])[CH:37]=[C:36]([C:40]([F:43])([F:42])[F:41])[N:35]([CH3:44])[C:34]2=[O:45])=[CH:29][C:19]=1[C:20]([O:22][C:23]([CH3:28])([CH3:27])[C:24](Cl)=[O:25])=[O:21]. Product: [CH3:1][N:2]([CH2:7][CH:8]=[CH2:9])[S:3]([NH2:6])(=[O:5])=[O:4].[Cl:17][C:18]1[CH:32]=[CH:31][C:30]([N:33]2[C:38](=[O:39])[CH:37]=[C:36]([C:40]([F:42])([F:43])[F:41])[N:35]([CH3:44])[C:34]2=[O:45])=[CH:29][C:19]=1[C:20]([O:22][C:23]([CH3:27])([CH3:28])[C:24]([OH:25])=[O:4])=[O:21]. The catalyst class is: 119. (5) Reactant: C(OC([N:11]1[CH2:16][CH2:15][N:14]([C:17]([O:19][C:20]([CH3:23])([CH3:22])[CH3:21])=[O:18])[CH2:13][CH:12]1[C:24]([O:26][CH2:27][CH3:28])=[O:25])=O)C1C=CC=CC=1. Product: [C:20]([O:19][C:17]([N:14]1[CH2:15][CH2:16][NH:11][CH:12]([C:24]([O:26][CH2:27][CH3:28])=[O:25])[CH2:13]1)=[O:18])([CH3:23])([CH3:22])[CH3:21]. The catalyst class is: 50. (6) Reactant: [Si:1]([O:8][CH2:9][C@@H:10]([C:12]1[CH:17]=[CH:16][C:15]([Cl:18])=[C:14]([F:19])[CH:13]=1)O)([C:4]([CH3:7])([CH3:6])[CH3:5])([CH3:3])[CH3:2].[C:20]1(=[O:30])[C:28]2[C:23](=[CH:24][CH:25]=[CH:26][CH:27]=2)[C:22](=[O:29])[NH:21]1.C1C=CC(P(C2C=CC=CC=2)C2C=CC=CC=2)=CC=1.CCOC(/N=N/C(OCC)=O)=O. Product: [Si:1]([O:8][CH2:9][C@@H:10]([N:21]1[C:22](=[O:29])[C:23]2[C:28](=[CH:27][CH:26]=[CH:25][CH:24]=2)[C:20]1=[O:30])[C:12]1[CH:17]=[CH:16][C:15]([Cl:18])=[C:14]([F:19])[CH:13]=1)([C:4]([CH3:7])([CH3:6])[CH3:5])([CH3:3])[CH3:2]. The catalyst class is: 247.